Regression. Given a peptide amino acid sequence and an MHC pseudo amino acid sequence, predict their binding affinity value. This is MHC class I binding data. From a dataset of Peptide-MHC class I binding affinity with 185,985 pairs from IEDB/IMGT. (1) The peptide sequence is YLQSKGKDI. The MHC is HLA-B35:01 with pseudo-sequence HLA-B35:01. The binding affinity (normalized) is 0.0847. (2) The peptide sequence is HSYAGDAAEH. The MHC is HLA-A31:01 with pseudo-sequence HLA-A31:01. The binding affinity (normalized) is 0.261. (3) The peptide sequence is IADMGHLKY. The MHC is HLA-A69:01 with pseudo-sequence HLA-A69:01. The binding affinity (normalized) is 0.0847.